This data is from Forward reaction prediction with 1.9M reactions from USPTO patents (1976-2016). The task is: Predict the product of the given reaction. (1) Given the reactants [Cl:1][C:2]1[N:7]=[C:6](Cl)[C:5]([N+:9]([O-:11])=[O:10])=[CH:4][N:3]=1.C(N(C(C)C)CC)(C)C.[I:21][C:22]1[CH:23]=[C:24]([CH:27]=[CH:28][CH:29]=1)[CH2:25][NH2:26], predict the reaction product. The product is: [I:21][C:22]1[CH:23]=[C:24]([CH:27]=[CH:28][CH:29]=1)[CH2:25][NH:26][C:6]1[C:5]([N+:9]([O-:11])=[O:10])=[CH:4][N:3]=[C:2]([Cl:1])[N:7]=1. (2) Given the reactants Br[C:2]1[CH:3]=[CH:4][C:5]([C:10]([N:12]2[CH2:17][CH2:16][N:15]([C:18]3[C:23]([CH3:24])=[CH:22][C:21]([CH3:25])=[CH:20][N:19]=3)[CH2:14][CH2:13]2)=[O:11])=[C:6]([CH:9]=1)[C:7]#[N:8].[CH3:26][N:27]1[CH2:31][CH2:30][NH:29][C:28]1=[O:32], predict the reaction product. The product is: [CH3:24][C:23]1[C:18]([N:15]2[CH2:16][CH2:17][N:12]([C:10]([C:5]3[CH:4]=[CH:3][C:2]([N:29]4[CH2:30][CH2:31][N:27]([CH3:26])[C:28]4=[O:32])=[CH:9][C:6]=3[C:7]#[N:8])=[O:11])[CH2:13][CH2:14]2)=[N:19][CH:20]=[C:21]([CH3:25])[CH:22]=1. (3) Given the reactants [N:1]1([CH2:10][C:11]([OH:13])=O)[C:5]2=[N:6][CH:7]=[CH:8][CH:9]=[C:4]2[CH:3]=[CH:2]1.[F:14][C:15]1[CH:20]=[CH:19][C:18]([N:21]2[C:29]3[CH2:28][CH2:27][CH2:26][NH:25][C:24]=3[CH:23]=[N:22]2)=[CH:17][CH:16]=1.C(N(CC)CC)C.CN(C(ON1N=NC2C=CC=NC1=2)=[N+](C)C)C.F[P-](F)(F)(F)(F)F, predict the reaction product. The product is: [F:14][C:15]1[CH:16]=[CH:17][C:18]([N:21]2[C:29]3[CH2:28][CH2:27][CH2:26][N:25]([C:11](=[O:13])[CH2:10][N:1]4[C:5]5=[N:6][CH:7]=[CH:8][CH:9]=[C:4]5[CH:3]=[CH:2]4)[C:24]=3[CH:23]=[N:22]2)=[CH:19][CH:20]=1. (4) Given the reactants [CH3:1][O:2][C:3](=[O:13])[C:4]1[CH:12]=[CH:11][C:7]([C:8]([OH:10])=O)=[CH:6][CH:5]=1.ClC1N=C(OC)N=C([O:23][CH3:24])N=1.[CH3:25][N:26]1CCOCC1, predict the reaction product. The product is: [CH3:1][O:2][C:3](=[O:13])[C:4]1[CH:5]=[CH:6][C:7]([C:8]([N:26]([O:23][CH3:24])[CH3:25])=[O:10])=[CH:11][CH:12]=1. (5) Given the reactants [CH3:1][CH2:2][CH2:3][CH2:4][N:5]1[CH:9]=[N+:8]([CH3:10])[CH:7]=[CH:6]1.[Cl-].CO.[F-:14].[K+], predict the reaction product. The product is: [F-:14].[CH2:4]([N+:5]1[CH:6]=[CH:7][N:8]([CH3:10])[CH:9]=1)[CH2:3][CH2:2][CH3:1].